Dataset: Buchwald-Hartwig C-N cross coupling reaction yields with 55,370 reactions. Task: Predict the reaction yield, written as a fraction of the theoretical maximum amount of product (1.0 means a 100% yield; for example, 0.34 means a 34% yield). The reactants are Ic1cccnc1.Cc1ccc(N)cc1.O=S(=O)(O[Pd]1c2ccccc2-c2ccccc2N~1)C(F)(F)F.CC(C)c1cc(C(C)C)c(-c2ccccc2P(C(C)(C)C)C(C)(C)C)c(C(C)C)c1.CCN=P(N=P(N(C)C)(N(C)C)N(C)C)(N(C)C)N(C)C.Cc1cc(-n2cccc2)no1. No catalyst specified. The product is Cc1ccc(Nc2cccnc2)cc1. The yield is 0.777.